Dataset: Full USPTO retrosynthesis dataset with 1.9M reactions from patents (1976-2016). Task: Predict the reactants needed to synthesize the given product. (1) Given the product [CH:1]([NH:4][C:19]1[CH:20]=[C:21]([CH2:25][OH:26])[CH:22]=[N:23][CH:24]=1)([CH3:3])[CH3:2], predict the reactants needed to synthesize it. The reactants are: [CH:1]([NH2:4])([CH3:3])[CH3:2].C([O-])(=O)C.[K+].N1CCC[C@H]1C(O)=O.Br[C:19]1[CH:20]=[C:21]([CH2:25][OH:26])[CH:22]=[N:23][CH:24]=1. (2) Given the product [F:1][C:2]([F:12])([F:11])[C:3]1[CH:10]=[CH:9][CH:8]=[CH:7][C:4]=1[CH:5]=[N:43][C:17]([O:16][Si:23]([CH3:25])([CH3:24])[CH3:22])=[CH2:18], predict the reactants needed to synthesize it. The reactants are: [F:1][C:2]([F:12])([F:11])[C:3]1[CH:10]=[CH:9][CH:8]=[CH:7][C:4]=1[CH:5]=O.ClC1C=[C:16](C=CC=1)[CH:17]=[O:18].[CH3:22][Si:23](N[Si:23]([CH3:25])([CH3:24])[CH3:22])([CH3:25])[CH3:24].C([Li])CCC.C[Si](Cl)(C)C.C([N:43](CC)CC)C.C(Cl)(=O)C.